This data is from TCR-epitope binding with 47,182 pairs between 192 epitopes and 23,139 TCRs. The task is: Binary Classification. Given a T-cell receptor sequence (or CDR3 region) and an epitope sequence, predict whether binding occurs between them. (1) The epitope is LLWNGPMAV. The TCR CDR3 sequence is CASSATSGGADTQYF. Result: 1 (the TCR binds to the epitope). (2) The epitope is KEIDRLNEV. The TCR CDR3 sequence is CASSIVTGEETQYF. Result: 0 (the TCR does not bind to the epitope). (3) The epitope is LLLGIGILV. The TCR CDR3 sequence is CSATIEGEYYGYTF. Result: 0 (the TCR does not bind to the epitope). (4) The epitope is EILDITPCSF. The TCR CDR3 sequence is CASSLPAGKEGEAFF. Result: 0 (the TCR does not bind to the epitope).